This data is from Forward reaction prediction with 1.9M reactions from USPTO patents (1976-2016). The task is: Predict the product of the given reaction. Given the reactants [CH3:1][CH:2]1[C:7]2=[N:8][C:9]([C:18]3[CH:23]=[CH:22][CH:21]=[CH:20][CH:19]=3)=[C:10]([C:12]3[CH:17]=[CH:16][CH:15]=[CH:14][CH:13]=3)[N:11]=[C:6]2[CH2:5][CH2:4][N:3]1C(OC1C=CC=CC=1)=O.CC(C)([O-])C.[K+].C(=O)(O)[O-].[Na+], predict the reaction product. The product is: [CH3:1][CH:2]1[C:7]2=[N:8][C:9]([C:18]3[CH:23]=[CH:22][CH:21]=[CH:20][CH:19]=3)=[C:10]([C:12]3[CH:17]=[CH:16][CH:15]=[CH:14][CH:13]=3)[N:11]=[C:6]2[CH2:5][CH2:4][NH:3]1.